The task is: Regression/Classification. Given a drug SMILES string, predict its absorption, distribution, metabolism, or excretion properties. Task type varies by dataset: regression for continuous measurements (e.g., permeability, clearance, half-life) or binary classification for categorical outcomes (e.g., BBB penetration, CYP inhibition). Dataset: cyp2c19_veith.. This data is from CYP2C19 inhibition data for predicting drug metabolism from PubChem BioAssay. The compound is c1ccc(C2OCC3(CO2)COC(c2ccccc2)OC3)cc1. The result is 1 (inhibitor).